Task: Predict the reactants needed to synthesize the given product.. Dataset: Full USPTO retrosynthesis dataset with 1.9M reactions from patents (1976-2016) (1) Given the product [CH3:17][O:16][C:13]1[CH:14]=[CH:15][C:10]([CH2:9][N:5]2[CH:6]3[C:29]4[CH:30]=[CH:25][CH:26]=[CH:27][C:18]=4[C:4]2([CH3:40])[C:3](=[O:2])[CH:8]=[CH:7]3)=[CH:11][CH:12]=1, predict the reactants needed to synthesize it. The reactants are: [Cl-].[OH:2][C:3]1[C:4]([CH3:18])=[N+:5]([CH2:9][C:10]2[CH:15]=[CH:14][C:13]([O:16][CH3:17])=[CH:12][CH:11]=2)[CH:6]=[CH:7][CH:8]=1.FC(F)(F)S(O[C:25]1[CH:30]=[CH:29]C=[CH:27][C:26]=1[Si](C)(C)C)(=O)=O.[F-].[Cs+].O.[CH3:40]C#N. (2) Given the product [CH3:18][O:17][C:11]1[C:12]2[O:13][CH2:14][CH:15]=[CH:16][CH2:1][C:4]=2[CH:5]=[C:6]([C:7]([OH:9])=[O:8])[CH:10]=1, predict the reactants needed to synthesize it. The reactants are: [CH2:1]([C:4]1[CH:5]=[C:6]([CH:10]=[C:11]([O:17][CH3:18])[C:12]=1[O:13][CH2:14][CH:15]=[CH2:16])[C:7]([OH:9])=[O:8])C=C. (3) Given the product [S:16]1[C:20]2[CH:21]=[C:22]([C:25]([N:27]3[CH2:34][CH2:33][C:32]4([CH3:36])[CH2:35][CH:28]3[CH2:29][C:30]3[CH:40]=[CH:39][C:38]([O:6][S:7]([C:10]([F:11])([F:12])[F:13])(=[O:8])=[O:9])=[CH:37][C:31]=34)=[O:26])[CH:23]=[CH:24][C:19]=2[N:18]=[CH:17]1, predict the reactants needed to synthesize it. The reactants are: FC(F)(F)S([O:6][S:7]([C:10]([F:13])([F:12])[F:11])(=[O:9])=[O:8])(=O)=O.[S:16]1[C:20]2[CH:21]=[C:22]([C:25]([N:27]3[CH2:34][CH2:33][C:32]4([CH3:36])[CH2:35][CH:28]3[CH2:29][C:30]3[CH:40]=[CH:39][C:38](O)=[CH:37][C:31]=34)=[O:26])[CH:23]=[CH:24][C:19]=2[N:18]=[CH:17]1.C(N(CC)CC)C.N. (4) Given the product [CH2:21]([C@H:28]1[CH2:32][O:31][C:30](=[O:33])[N:29]1[C:5](=[O:7])[CH2:4][CH2:3][C:2]([F:1])([F:9])[CH3:8])[C:22]1[CH:23]=[CH:24][CH:25]=[CH:26][CH:27]=1, predict the reactants needed to synthesize it. The reactants are: [F:1][C:2]([F:9])([CH3:8])[CH2:3][CH2:4][C:5]([OH:7])=O.CN(C=O)C.C(Cl)(=O)C(Cl)=O.[CH2:21]([C@H:28]1[CH2:32][O:31][C:30](=[O:33])[NH:29]1)[C:22]1[CH:27]=[CH:26][CH:25]=[CH:24][CH:23]=1.[Li]CCCC. (5) Given the product [F:18][C:15]1[CH:16]=[CH:17][C:12]([C:7]2[C:6]([C:4]3[N:3]=[CH:2][N:1]([C:25]4[CH:26]=[C:21]([CH:22]=[CH:23][CH:24]=4)[C:19]#[N:20])[CH:5]=3)=[C:10]([CH3:11])[O:9][N:8]=2)=[CH:13][CH:14]=1, predict the reactants needed to synthesize it. The reactants are: [NH:1]1[CH:5]=[C:4]([C:6]2[C:7]([C:12]3[CH:17]=[CH:16][C:15]([F:18])=[CH:14][CH:13]=3)=[N:8][O:9][C:10]=2[CH3:11])[N:3]=[CH:2]1.[C:19]([C:21]1[CH:22]=[C:23](B(O)O)[CH:24]=[CH:25][CH:26]=1)#[N:20]. (6) The reactants are: [C:1]([CH:9]([NH:13][C:14]([C:16]1[C:20]([N+:21]([O-:23])=[O:22])=[CH:19][N:18](C2CCCCO2)[N:17]=1)=O)[CH2:10][CH:11]=[CH2:12])(=O)[C:2]1[CH:7]=[CH:6][CH:5]=[CH:4][CH:3]=1.C([O-])(=O)C.[NH4+:34]. Given the product [CH2:10]([C:9]1[N:13]=[C:14]([C:16]2[C:20]([N+:21]([O-:23])=[O:22])=[CH:19][NH:18][N:17]=2)[NH:34][C:1]=1[C:2]1[CH:7]=[CH:6][CH:5]=[CH:4][CH:3]=1)[CH:11]=[CH2:12], predict the reactants needed to synthesize it. (7) Given the product [O:32]1[C:28]2[CH:27]=[C:26]([C@@H:6]([NH:7][C:8](=[O:25])[CH2:9][CH2:10][CH:11]3[CH2:24][C:15]4=[N:16][C:17]5[NH:18][CH2:19][CH2:20][CH2:21][C:22]=5[CH:23]=[C:14]4[CH2:13][CH2:12]3)[CH2:5][C:4]([OH:35])=[O:3])[CH:34]=[CH:33][C:29]=2[CH2:30][CH2:31]1, predict the reactants needed to synthesize it. The reactants are: C([O:3][C:4](=[O:35])[CH2:5][C@@H:6]([C:26]1[CH:34]=[CH:33][C:29]2[CH2:30][CH2:31][O:32][C:28]=2[CH:27]=1)[NH:7][C:8](=[O:25])[CH2:9][CH2:10][CH:11]1[CH2:24][C:15]2=[N:16][C:17]3[NH:18][CH2:19][CH2:20][CH2:21][C:22]=3[CH:23]=[C:14]2[CH2:13][CH2:12]1)C.[OH-].[Na+]. (8) The reactants are: [CH2:1]([O:3][C:4]1[CH:11]=[CH:10][C:9]([C:12]2[O:16][N:15]=[C:14]([C:17]3[CH:27]=[CH:26][C:20]4[CH2:21][CH2:22][NH:23][CH2:24][CH2:25][C:19]=4[CH:18]=3)[N:13]=2)=[CH:8][C:5]=1[C:6]#[N:7])[CH3:2].[CH2:28]([OH:33])[CH:29]([OH:32])[CH:30]=O.C(O)(=O)C.C(O[BH-](OC(=O)C)OC(=O)C)(=O)C.[Na+]. Given the product [OH:32][CH:29]([CH2:28][OH:33])[CH2:30][N:23]1[CH2:22][CH2:21][C:20]2[CH:26]=[CH:27][C:17]([C:14]3[N:13]=[C:12]([C:9]4[CH:10]=[CH:11][C:4]([O:3][CH2:1][CH3:2])=[C:5]([CH:8]=4)[C:6]#[N:7])[O:16][N:15]=3)=[CH:18][C:19]=2[CH2:25][CH2:24]1, predict the reactants needed to synthesize it. (9) The reactants are: C([O:3][C:4](=O)[C:5]([C:21]([F:24])([F:23])[F:22])([OH:20])[CH2:6][C:7]([C:10]1[CH:15]=[CH:14][C:13]([Cl:16])=[C:12]([F:17])[C:11]=1[O:18][CH3:19])([CH3:9])[CH3:8])C.[H-].[H-].[H-].[H-].[Li+].[Al+3].C([O-])(O)=O.[Na+]. Given the product [Cl:16][C:13]1[CH:14]=[CH:15][C:10]([C:7]([CH3:9])([CH3:8])[CH2:6][C:5]([OH:20])([C:21]([F:24])([F:23])[F:22])[CH:4]=[O:3])=[C:11]([O:18][CH3:19])[C:12]=1[F:17], predict the reactants needed to synthesize it. (10) Given the product [NH2:1][C:2]1[C:7]([C:8]2[N:17]([C:18]3[CH:23]=[CH:22][C:21]([C:24]4([NH:28][C:29](=[O:35])[O:30][C:31]([CH3:34])([CH3:33])[CH3:32])[CH2:27][CH2:26][CH2:25]4)=[CH:20][CH:19]=3)[C:11]3=[N:12][C:13]([C:44]4[CH:49]=[CH:48][CH:47]=[C:46]([NH:50][C:51]([CH:53]5[CH2:58][O:57][CH2:56][CH2:55][O:54]5)=[O:52])[CH:45]=4)=[CH:14][CH:15]=[C:10]3[N:9]=2)=[CH:6][CH:5]=[CH:4][N:3]=1, predict the reactants needed to synthesize it. The reactants are: [NH2:1][C:2]1[C:7]([C:8]2[N:17]([C:18]3[CH:23]=[CH:22][C:21]([C:24]4([NH:28][C:29](=[O:35])[O:30][C:31]([CH3:34])([CH3:33])[CH3:32])[CH2:27][CH2:26][CH2:25]4)=[CH:20][CH:19]=3)[C:11]3=[N:12][C:13](Cl)=[CH:14][CH:15]=[C:10]3[N:9]=2)=[CH:6][CH:5]=[CH:4][N:3]=1.CC1(C)C(C)(C)OB([C:44]2[CH:45]=[C:46]([NH:50][C:51]([CH:53]3[CH2:58][O:57][CH2:56][CH2:55][O:54]3)=[O:52])[CH:47]=[CH:48][CH:49]=2)O1.P([O-])([O-])([O-])=O.[K+].[K+].[K+].